This data is from Catalyst prediction with 721,799 reactions and 888 catalyst types from USPTO. The task is: Predict which catalyst facilitates the given reaction. (1) Reactant: [CH2:1]([NH:5][C:6]1[CH:14]=[CH:13][C:12]([F:15])=[CH:11][C:7]=1[C:8]([OH:10])=O)[CH2:2][CH2:3][CH3:4].[CH3:16]CN=C=NCCCN(C)C.C1[CH:28]=[CH:29][C:30]2[N:35](O)N=N[C:31]=2[CH:32]=1.CCN(C(C)C)C(C)C. Product: [CH2:1]([NH:5][C:6]1[CH:14]=[CH:13][C:12]([F:15])=[CH:11][C:7]=1[C:8]([NH:35][C:30]([CH3:16])([CH2:29][CH3:28])[C:31]#[CH:32])=[O:10])[CH2:2][CH2:3][CH3:4]. The catalyst class is: 2. (2) Reactant: [CH3:1][C:2]1[CH:7]2[CH2:8][CH:4]([CH2:5][CH2:6]2)[C:3]=1[CH2:9][CH2:10][OH:11].CC(OI1(OC(C)=O)(OC(C)=O)OC(=O)C2C=CC=CC1=2)=O.[OH-].[Na+]. Product: [CH3:1][C:2]1[CH:7]2[CH2:8][CH:4]([CH2:5][CH2:6]2)[C:3]=1[CH2:9][CH:10]=[O:11]. The catalyst class is: 4.